Task: Binary Classification. Given a T-cell receptor sequence (or CDR3 region) and an epitope sequence, predict whether binding occurs between them.. Dataset: TCR-epitope binding with 47,182 pairs between 192 epitopes and 23,139 TCRs (1) The epitope is GTSGSPIVNR. Result: 0 (the TCR does not bind to the epitope). The TCR CDR3 sequence is CASSLAELDGNTIYF. (2) The epitope is YLNTLTLAV. The TCR CDR3 sequence is CATSSLSGRVTGELFF. Result: 0 (the TCR does not bind to the epitope). (3) The epitope is GTSGSPIIDK. The TCR CDR3 sequence is CATGPGTENTEAFF. Result: 0 (the TCR does not bind to the epitope). (4) The epitope is RAKFKQLL. The TCR CDR3 sequence is CASSLVGDGHYGYTF. Result: 0 (the TCR does not bind to the epitope). (5) The epitope is HTTDPSFLGRY. The TCR CDR3 sequence is CASSSDRVGRLPPKETQYF. Result: 1 (the TCR binds to the epitope). (6) The epitope is PROT_97E67BCC. The TCR CDR3 sequence is CASSSRSGTEAFF. Result: 0 (the TCR does not bind to the epitope). (7) The epitope is TTLPVNVAF. The TCR CDR3 sequence is CASTSPGKPYEQYF. Result: 0 (the TCR does not bind to the epitope). (8) The epitope is GLNKIVRMY. The TCR CDR3 sequence is CASSSRTGYDGYTF. Result: 0 (the TCR does not bind to the epitope). (9) The epitope is SFHSLHLLF. The TCR CDR3 sequence is CASSLSALSYNEQFF. Result: 1 (the TCR binds to the epitope).